This data is from Merck oncology drug combination screen with 23,052 pairs across 39 cell lines. The task is: Regression. Given two drug SMILES strings and cell line genomic features, predict the synergy score measuring deviation from expected non-interaction effect. (1) Drug 1: CC1(c2nc3c(C(N)=O)cccc3[nH]2)CCCN1. Drug 2: CNC(=O)c1cc(Oc2ccc(NC(=O)Nc3ccc(Cl)c(C(F)(F)F)c3)cc2)ccn1. Cell line: SKMEL30. Synergy scores: synergy=5.78. (2) Drug 1: N#Cc1ccc(Cn2cncc2CN2CCN(c3cccc(Cl)c3)C(=O)C2)cc1. Drug 2: C=CCn1c(=O)c2cnc(Nc3ccc(N4CCN(C)CC4)cc3)nc2n1-c1cccc(C(C)(C)O)n1. Cell line: SW620. Synergy scores: synergy=10.0. (3) Drug 1: O=C(CCCCCCC(=O)Nc1ccccc1)NO. Drug 2: Cn1nnc2c(C(N)=O)ncn2c1=O. Cell line: RPMI7951. Synergy scores: synergy=17.1. (4) Drug 1: COC1CC2CCC(C)C(O)(O2)C(=O)C(=O)N2CCCCC2C(=O)OC(C(C)CC2CCC(OP(C)(C)=O)C(OC)C2)CC(=O)C(C)C=C(C)C(O)C(OC)C(=O)C(C)CC(C)C=CC=CC=C1C. Drug 2: CCc1cnn2c(NCc3ccc[n+]([O-])c3)cc(N3CCCCC3CCO)nc12. Cell line: HCT116. Synergy scores: synergy=-9.55. (5) Drug 1: CN1C(=O)C=CC2(C)C3CCC4(C)C(NC(=O)OCC(F)(F)F)CCC4C3CCC12. Drug 2: Cn1c(=O)n(-c2ccc(C(C)(C)C#N)cc2)c2c3cc(-c4cnc5ccccc5c4)ccc3ncc21. Cell line: ES2. Synergy scores: synergy=16.8. (6) Drug 1: O=S1(=O)NC2(CN1CC(F)(F)F)C1CCC2Cc2cc(C=CCN3CCC(C(F)(F)F)CC3)ccc2C1. Drug 2: CN(Cc1cnc2nc(N)nc(N)c2n1)c1ccc(C(=O)NC(CCC(=O)O)C(=O)O)cc1. Cell line: A2780. Synergy scores: synergy=-7.93. (7) Drug 1: C=CCn1c(=O)c2cnc(Nc3ccc(N4CCN(C)CC4)cc3)nc2n1-c1cccc(C(C)(C)O)n1. Drug 2: NC1(c2ccc(-c3nc4ccn5c(=O)[nH]nc5c4cc3-c3ccccc3)cc2)CCC1. Cell line: NCIH2122. Synergy scores: synergy=5.70. (8) Cell line: SKOV3. Drug 2: Cn1cc(-c2cnn3c(N)c(Br)c(C4CCCNC4)nc23)cn1. Synergy scores: synergy=19.0. Drug 1: Cc1nc(Nc2ncc(C(=O)Nc3c(C)cccc3Cl)s2)cc(N2CCN(CCO)CC2)n1. (9) Drug 1: Cc1nc(Nc2ncc(C(=O)Nc3c(C)cccc3Cl)s2)cc(N2CCN(CCO)CC2)n1. Drug 2: CCC1(O)C(=O)OCc2c1cc1n(c2=O)Cc2cc3c(CN(C)C)c(O)ccc3nc2-1. Cell line: A427. Synergy scores: synergy=57.6. (10) Drug 1: CCC1(O)CC2CN(CCc3c([nH]c4ccccc34)C(C(=O)OC)(c3cc4c(cc3OC)N(C)C3C(O)(C(=O)OC)C(OC(C)=O)C5(CC)C=CCN6CCC43C65)C2)C1. Drug 2: CC1(c2nc3c(C(N)=O)cccc3[nH]2)CCCN1. Cell line: UACC62. Synergy scores: synergy=-28.2.